From a dataset of NCI-60 drug combinations with 297,098 pairs across 59 cell lines. Regression. Given two drug SMILES strings and cell line genomic features, predict the synergy score measuring deviation from expected non-interaction effect. (1) Drug 1: CC1C(C(=O)NC(C(=O)N2CCCC2C(=O)N(CC(=O)N(C(C(=O)O1)C(C)C)C)C)C(C)C)NC(=O)C3=C4C(=C(C=C3)C)OC5=C(C(=O)C(=C(C5=N4)C(=O)NC6C(OC(=O)C(N(C(=O)CN(C(=O)C7CCCN7C(=O)C(NC6=O)C(C)C)C)C)C(C)C)C)N)C. Drug 2: C1CN(CCN1C(=O)CCBr)C(=O)CCBr. Cell line: NCI-H226. Synergy scores: CSS=20.9, Synergy_ZIP=-6.07, Synergy_Bliss=0.000613, Synergy_Loewe=-21.6, Synergy_HSA=-2.35. (2) Drug 1: CCCS(=O)(=O)NC1=C(C(=C(C=C1)F)C(=O)C2=CNC3=C2C=C(C=N3)C4=CC=C(C=C4)Cl)F. Drug 2: C1=CC(=CC=C1CC(C(=O)O)N)N(CCCl)CCCl.Cl. Cell line: MOLT-4. Synergy scores: CSS=39.4, Synergy_ZIP=1.36, Synergy_Bliss=3.53, Synergy_Loewe=-12.6, Synergy_HSA=1.18.